This data is from Full USPTO retrosynthesis dataset with 1.9M reactions from patents (1976-2016). The task is: Predict the reactants needed to synthesize the given product. (1) Given the product [Cl:13][C:14]1[C:15]([O:28][CH3:27])=[C:16]([C:17]#[N:18])[CH:19]=[CH:20][C:21]=1[CH:1]1[O:7][CH2:8]1, predict the reactants needed to synthesize it. The reactants are: [C:1]([O:7][CH3:8])(=O)CC([O-])=O.[H-].[Na+].[H][H].[Cl:13][C:14]1[C:15](F)=[C:16]([CH:19]=[CH:20][C:21]=1F)[C:17]#[N:18].CN([CH:27]=[O:28])C. (2) Given the product [CH3:22][C:20]1[N:21]=[C:16]([C:15]2[O:1][N:2]=[C:3]([C:4]3[CH:5]=[C:6]([S:10]([NH2:11])(=[O:12])=[O:13])[CH:7]=[CH:8][CH:9]=3)[N:14]=2)[CH:17]=[C:18]([C:25]2[CH:26]=[CH:27][C:28]([C:31]([F:34])([F:33])[F:32])=[CH:29][CH:30]=2)[CH:19]=1, predict the reactants needed to synthesize it. The reactants are: [OH:1][NH:2][C:3](=[NH:14])[C:4]1[CH:9]=[CH:8][CH:7]=[C:6]([S:10](=[O:13])(=[O:12])[NH2:11])[CH:5]=1.[CH3:15][C:16]1[N:21]=[C:20]([C:22](O)=O)[CH:19]=[C:18]([C:25]2[CH:30]=[CH:29][C:28]([C:31]([F:34])([F:33])[F:32])=[CH:27][CH:26]=2)[CH:17]=1. (3) Given the product [Cl:8][C:9]1[C:10]([O:19][Si:20]([CH:24]([CH3:26])[CH3:25])([CH:27]([CH3:29])[CH3:28])[CH:21]([CH3:22])[CH3:23])=[CH:11][C:12]([OH:16])=[C:13]([NH:14][C:15]([CH:3]2[CH2:7][CH2:6][CH2:5][CH2:4]2)=[O:17])[CH:18]=1, predict the reactants needed to synthesize it. The reactants are: Br[Mg][CH:3]1[CH2:7][CH2:6][CH2:5][CH2:4]1.[Cl:8][C:9]1[C:10]([O:19][Si:20]([CH:27]([CH3:29])[CH3:28])([CH:24]([CH3:26])[CH3:25])[CH:21]([CH3:23])[CH3:22])=[CH:11][C:12]2[O:16][C:15](=[O:17])[NH:14][C:13]=2[CH:18]=1. (4) The reactants are: [CH:1]12[O:7][CH:6]1[CH2:5][CH2:4][CH:3]([C:8]([O:10][CH2:11][CH3:12])=[O:9])[CH2:2]2.[BrH:13].C([O-])(O)=O.[Na+].C1(C)C=CC(S(O)(=O)=O)=CC=1. Given the product [Br:13][CH:6]1[CH2:5][CH2:4][CH:3]([C:8]([O:10][CH2:11][CH3:12])=[O:9])[CH2:2][CH:1]1[OH:7], predict the reactants needed to synthesize it. (5) Given the product [Cl:32][C:33]1[CH:38]=[C:37]([Cl:39])[CH:36]=[CH:35][C:34]=1[C:40]1[C:45]([C:46]2[NH:50][CH:49]=[CH:48][N:47]=2)=[CH:44][N:43]=[C:42]([NH:51][CH2:52][CH2:53][NH:54][C:24]2[S:25][CH:26]=[CH:27][C:28]=2[N+:29]([O-:31])=[O:30])[N:41]=1, predict the reactants needed to synthesize it. The reactants are: ClC1C=C(Cl)C=CC=1C1C(N2C=CN=C2)=CN=C(CCN)N=1.Cl[C:24]1[S:25][CH:26]=[CH:27][C:28]=1[N+:29]([O-:31])=[O:30].[Cl:32][C:33]1[CH:38]=[C:37]([Cl:39])[CH:36]=[CH:35][C:34]=1[C:40]1[C:45]([C:46]2[NH:47][CH:48]=[CH:49][N:50]=2)=[CH:44][N:43]=[C:42]([NH:51][CH2:52][CH2:53][NH:54]C2C=CC([N+]([O-])=O)=C(OC)N=2)[N:41]=1. (6) Given the product [CH3:1][O:2][C:3]1[CH:4]=[C:5]([CH:31]=[CH:32][C:33]=1[O:34][CH3:35])[CH2:6][CH:7]1[C:16]2[C:11](=[C:12]([O:19][CH2:36][CH3:37])[CH:13]=[CH:14][C:15]=2[O:17][CH3:18])[CH2:10][CH2:9][N:8]1[CH2:20][C:21]([NH:23][CH2:24][C:25]1[CH:30]=[CH:29][CH:28]=[CH:27][N:26]=1)=[O:22], predict the reactants needed to synthesize it. The reactants are: [CH3:1][O:2][C:3]1[CH:4]=[C:5]([CH:31]=[CH:32][C:33]=1[O:34][CH3:35])[CH2:6][CH:7]1[C:16]2[C:11](=[C:12]([OH:19])[CH:13]=[CH:14][C:15]=2[O:17][CH3:18])[CH2:10][CH2:9][N:8]1[CH2:20][C:21]([NH:23][CH2:24][C:25]1[CH:30]=[CH:29][CH:28]=[CH:27][N:26]=1)=[O:22].[CH2:36](I)[CH3:37].